The task is: Predict the reactants needed to synthesize the given product.. This data is from Full USPTO retrosynthesis dataset with 1.9M reactions from patents (1976-2016). (1) Given the product [Cl:1][C:2]1[CH:7]=[CH:6][CH:5]=[CH:4][C:3]=1[N:8]1[C:12]([S:13][C:14]2[CH:19]=[CH:18][CH:17]=[C:16]([O:20][CH3:21])[N:15]=2)=[CH:11][C:10]([CH2:22][NH:25][CH3:24])=[N:9]1, predict the reactants needed to synthesize it. The reactants are: [Cl:1][C:2]1[CH:7]=[CH:6][CH:5]=[CH:4][C:3]=1[N:8]1[C:12]([S:13][C:14]2[CH:19]=[CH:18][CH:17]=[C:16]([O:20][CH3:21])[N:15]=2)=[CH:11][C:10]([CH:22]=O)=[N:9]1.[CH3:24][NH2:25].CO.CO. (2) The reactants are: [I:1][C:2]1[CH:10]=[CH:9][C:5]([C:6](O)=[O:7])=[CH:4][CH:3]=1.C(Cl)(=O)C([Cl:14])=O. Given the product [I:1][C:2]1[CH:10]=[CH:9][C:5]([C:6]([Cl:14])=[O:7])=[CH:4][CH:3]=1, predict the reactants needed to synthesize it. (3) Given the product [C:16]1([C:9]2[C:10]3[C:15]([C:2]([C:26]4[CH:27]=[CH:28][C:23]([Br:22])=[CH:24][CH:25]=4)=[C:3]4[C:8]=2[CH:7]=[CH:6][CH:5]=[CH:4]4)=[CH:14][CH:13]=[CH:12][CH:11]=3)[CH:17]=[CH:18][CH:19]=[CH:20][CH:21]=1, predict the reactants needed to synthesize it. The reactants are: I[C:2]1[C:3]2[C:8]([C:9]([C:16]3[CH:21]=[CH:20][CH:19]=[CH:18][CH:17]=3)=[C:10]3[C:15]=1[CH:14]=[CH:13][CH:12]=[CH:11]3)=[CH:7][CH:6]=[CH:5][CH:4]=2.[Br:22][C:23]1[CH:28]=[CH:27][C:26](B(O)O)=[CH:25][CH:24]=1.C(=O)([O-])[O-].[K+].[K+]. (4) Given the product [CH3:30][C:28]1[CH:27]=[N:18][C:17]2[C:19]([CH:29]=1)=[CH:20][CH:21]=[CH:22][C:16]=2[N+:13]([O-:15])=[O:14], predict the reactants needed to synthesize it. The reactants are: S(=O)(=O)(O)O.O=[As](O[As](=O)=O)=O.[N+:13]([C:16]1[CH:22]=[CH:21][CH:20]=[CH:19][C:17]=1[NH2:18])([O-:15])=[O:14].C(O[CH:27](OC(=O)C)[C:28]([CH3:30])=[CH2:29])(=O)C.[OH-].[Na+]. (5) The reactants are: [C:1]([O:5][C:6](=[O:42])[NH:7][CH:8]([N:11]([CH:21]([C:25]1[N:30]([CH2:31][C:32]2[CH:37]=[CH:36][CH:35]=[CH:34][CH:33]=2)[C:29](=[O:38])[C:28]([C:39]#[N:40])=[C:27]([CH3:41])[N:26]=1)[CH:22]([CH3:24])[CH3:23])[C:12]([C:14]1[CH:19]=[CH:18][C:17]([CH3:20])=[CH:16][CH:15]=1)=[O:13])[CH2:9][CH3:10])([CH3:4])([CH3:3])[CH3:2].CCN(CC)CC.[CH3:50][C:51](OC(C)=O)=[O:52]. Given the product [C:1]([O:5][C:6](=[O:42])[NH:7][CH:8]([N:11]([CH:21]([C:25]1[N:30]([CH2:31][C:32]2[CH:37]=[CH:36][CH:35]=[CH:34][CH:33]=2)[C:29](=[O:38])[C:28]([CH2:39][NH:40][C:51](=[O:52])[CH3:50])=[C:27]([CH3:41])[N:26]=1)[CH:22]([CH3:23])[CH3:24])[C:12]([C:14]1[CH:19]=[CH:18][C:17]([CH3:20])=[CH:16][CH:15]=1)=[O:13])[CH2:9][CH3:10])([CH3:3])([CH3:4])[CH3:2], predict the reactants needed to synthesize it. (6) Given the product [C:27]([O:30][C@H:31]1[C@@H:35]([O:36][C:37](=[O:39])[CH3:38])[C@H:34]([N:14]2[CH:13]=[N:12][C:11]3[C:15]2=[N:16][C:17]([C:19]#[N:20])=[N:18][C:10]=3[NH:9][CH2:8][CH:7]([C:1]2[CH:2]=[CH:3][CH:4]=[CH:5][CH:6]=2)[C:21]2[CH:26]=[CH:25][CH:24]=[CH:23][CH:22]=2)[O:33][C@@H:32]1[CH2:44][O:45][C:46](=[O:48])[CH3:47])(=[O:29])[CH3:28], predict the reactants needed to synthesize it. The reactants are: [C:1]1([CH:7]([C:21]2[CH:26]=[CH:25][CH:24]=[CH:23][CH:22]=2)[CH2:8][NH:9][C:10]2[N:18]=[C:17]([C:19]#[N:20])[N:16]=[C:15]3[C:11]=2[N:12]=[CH:13][NH:14]3)[CH:6]=[CH:5][CH:4]=[CH:3][CH:2]=1.[C:27]([O:30][C@H:31]1[C@@H:35]([O:36][C:37](=[O:39])[CH3:38])[C@H:34](OC(=O)C)[O:33][C@@H:32]1[CH2:44][O:45][C:46](=[O:48])[CH3:47])(=[O:29])[CH3:28].C[Si](OS(C(F)(F)F)(=O)=O)(C)C.C(OCC)(=O)C.